This data is from Full USPTO retrosynthesis dataset with 1.9M reactions from patents (1976-2016). The task is: Predict the reactants needed to synthesize the given product. (1) The reactants are: C(=O)([O-])[O-].[K+].[K+].[C:7]1([OH:13])[CH:12]=[CH:11][CH:10]=[CH:9][CH:8]=1.Br[C:15]1[CH:20]=[CH:19][C:18]([N+:21]([O-:23])=[O:22])=[CH:17][C:16]=1[O:24][CH3:25]. Given the product [CH3:25][O:24][C:16]1[CH:17]=[C:18]([N+:21]([O-:23])=[O:22])[CH:19]=[CH:20][C:15]=1[O:13][C:7]1[CH:12]=[CH:11][CH:10]=[CH:9][CH:8]=1, predict the reactants needed to synthesize it. (2) Given the product [Cl:19][CH2:20][CH2:21][O:22][C:23]1[CH:32]=[C:31]([O:33][CH2:34][CH2:35][O:36][CH3:37])[CH:30]=[C:29]2[C:24]=1[C:25]([NH:38][C:39]1[CH:43]=[C:42]([CH2:44][C:45]([NH:58][C:57]3[CH:59]=[CH:60][CH:61]=[C:55]([F:54])[CH:56]=3)=[O:47])[NH:41][N:40]=1)=[N:26][CH:27]=[N:28]2, predict the reactants needed to synthesize it. The reactants are: FC(F)(F)C(OC1C(F)=C(F)C(F)=C(F)C=1F)=O.[Cl:19][CH2:20][CH2:21][O:22][C:23]1[CH:32]=[C:31]([O:33][CH2:34][CH2:35][O:36][CH3:37])[CH:30]=[C:29]2[C:24]=1[C:25]([NH:38][C:39]1[CH:43]=[C:42]([CH2:44][C:45]([OH:47])=O)[NH:41][N:40]=1)=[N:26][CH:27]=[N:28]2.N1C=CC=CC=1.[F:54][C:55]1[CH:56]=[C:57]([CH:59]=[CH:60][CH:61]=1)[NH2:58]. (3) Given the product [CH3:21][S:18]([C:15]1[CH:16]=[CH:17][C:12]([NH:11][C:4]2[N:3]=[C:2]([N:41]3[CH2:42][CH2:43][CH2:44][C:38]4([O:37][N:36]=[C:35]([C:29]5[CH:34]=[CH:33][CH:32]=[CH:31][CH:30]=5)[CH2:39]4)[CH2:40]3)[CH:10]=[CH:9][C:5]=2[C:6]([NH2:8])=[O:7])=[CH:13][CH:14]=1)(=[O:20])=[O:19], predict the reactants needed to synthesize it. The reactants are: Cl[C:2]1[CH:10]=[CH:9][C:5]([C:6]([NH2:8])=[O:7])=[C:4]([NH:11][C:12]2[CH:17]=[CH:16][C:15]([S:18]([CH3:21])(=[O:20])=[O:19])=[CH:14][CH:13]=2)[N:3]=1.OC(C(F)(F)F)=O.[C:29]1([C:35]2[CH2:39][C:38]3([CH2:44][CH2:43][CH2:42][NH:41][CH2:40]3)[O:37][N:36]=2)[CH:34]=[CH:33][CH:32]=[CH:31][CH:30]=1.C(N(CC)C(C)C)(C)C. (4) Given the product [C:1]([C:9]1[CH:17]=[CH:16][C:12]([C:13]([NH:18][CH2:19][CH2:20][CH2:21][CH2:22][CH2:23][CH2:24][CH2:25][CH2:26][CH2:27][CH2:28][C:29]([OH:31])=[O:30])=[O:14])=[CH:11][CH:10]=1)(=[O:8])[C:2]1[CH:7]=[CH:6][CH:5]=[CH:4][CH:3]=1, predict the reactants needed to synthesize it. The reactants are: [C:1]([C:9]1[CH:17]=[CH:16][C:12]([C:13](Cl)=[O:14])=[CH:11][CH:10]=1)(=[O:8])[C:2]1[CH:7]=[CH:6][CH:5]=[CH:4][CH:3]=1.[NH2:18][CH2:19][CH2:20][CH2:21][CH2:22][CH2:23][CH2:24][CH2:25][CH2:26][CH2:27][CH2:28][C:29]([OH:31])=[O:30].[OH-].[Na+].Cl. (5) Given the product [C:1]([C:3]1[CH:11]=[CH:10][C:6]([C:7]([NH:26][CH2:25][CH2:24][C:23]([O:22][CH2:20][CH3:21])=[O:27])=[O:9])=[C:5]([F:12])[CH:4]=1)#[N:2], predict the reactants needed to synthesize it. The reactants are: [C:1]([C:3]1[CH:11]=[CH:10][C:6]([C:7]([OH:9])=O)=[C:5]([F:12])[CH:4]=1)#[N:2].C(Cl)(=O)C(Cl)=O.Cl.[CH2:20]([O:22][C:23](=[O:27])[CH2:24][CH2:25][NH2:26])[CH3:21].C(N(C(C)C)C(C)C)C. (6) Given the product [CH3:1][O:2][C:3]1[CH:4]=[C:5]2[C:10](=[C:11]([O:13][CH3:14])[CH:12]=1)[CH2:9][N:8]([C:21]([C:20]1[CH:24]=[C:25]([S:28]([CH3:31])(=[O:30])=[O:29])[CH:26]=[CH:27][C:19]=1[O:18][CH:15]([CH3:17])[CH3:16])=[O:22])[CH2:7][CH2:6]2, predict the reactants needed to synthesize it. The reactants are: [CH3:1][O:2][C:3]1[CH:4]=[C:5]2[C:10](=[C:11]([O:13][CH3:14])[CH:12]=1)[CH2:9][NH:8][CH2:7][CH2:6]2.[CH:15]([O:18][C:19]1[CH:27]=[CH:26][C:25]([S:28]([CH3:31])(=[O:30])=[O:29])=[CH:24][C:20]=1[C:21](O)=[O:22])([CH3:17])[CH3:16]. (7) Given the product [NH2:23][C:19]1[CH:20]=[CH:21][CH:22]=[C:8]([CH2:7][N:1]2[CH2:2][CH2:3][O:4][CH2:5][CH2:6]2)[C:9]=1[C:10]([NH:12][C:13]1[CH:18]=[CH:17][CH:16]=[CH:15][CH:14]=1)=[O:11], predict the reactants needed to synthesize it. The reactants are: [N:1]1([CH2:7][C:8]2[CH:22]=[CH:21][CH:20]=[C:19]([N+:23]([O-])=O)[C:9]=2[C:10]([NH:12][C:13]2[CH:18]=[CH:17][CH:16]=[CH:15][CH:14]=2)=[O:11])[CH2:6][CH2:5][O:4][CH2:3][CH2:2]1. (8) Given the product [F:1][C:2]([F:8])([F:7])[S:3]([O-:6])(=[O:5])=[O:4].[OH:9][C@@H:10]([C@H:12]1[C:42](=[O:43])[N:14]2[C:15]([C:29]([O:31][CH2:32][C:33]3[CH:34]=[CH:35][C:36]([N+:39]([O-:41])=[O:40])=[CH:37][CH:38]=3)=[O:30])=[C:16]([C:18]3[S:22][C:21]4=[C:23]([S:27]([CH3:28])=[O:52])[N:24]([CH3:26])[CH:25]=[N+:20]4[CH:19]=3)[CH2:17][C@H:13]12)[CH3:11], predict the reactants needed to synthesize it. The reactants are: [F:1][C:2]([F:8])([F:7])[S:3]([O-:6])(=[O:5])=[O:4].[OH:9][C@@H:10]([C@H:12]1[C:42](=[O:43])[N:14]2[C:15]([C:29]([O:31][CH2:32][C:33]3[CH:38]=[CH:37][C:36]([N+:39]([O-:41])=[O:40])=[CH:35][CH:34]=3)=[O:30])=[C:16]([C:18]3[S:22][C:21]4=[C:23]([S:27][CH3:28])[N:24]([CH3:26])[CH:25]=[N+:20]4[CH:19]=3)[CH2:17][C@H:13]12)[CH3:11].ClC1C=CC=C(C(OO)=[O:52])C=1.CO.